From a dataset of Experimentally validated miRNA-target interactions with 360,000+ pairs, plus equal number of negative samples. Binary Classification. Given a miRNA mature sequence and a target amino acid sequence, predict their likelihood of interaction. (1) The miRNA is hsa-miR-6742-3p with sequence ACCUGGGUUGUCCCCUCUAG. The protein sequence of the target gene is MTPILTVLICLGLSLGPRTHVQAGHLPKPTLWAEPGSVIIQGSPVTLRCQGSLQAEEYHLYRENKSASWVRRIQEPGKNGQFPIPSITWEHAGRYHCQYYSHNHSSEYSDPLELVVTGAYSKPTLSALPSPVVTLGGNVTLQCVSQVAFDGFILCKEGEDEHPQRLNSHSHARGWSWAIFSVGPVSPSRRWSYRCYAYDSNSPYVWSLPSDLLELLVPGVSKKPSLSVQPGPMVAPGESLTLQCVSDVGYDRFVLYKEGERDFLQRPGWQPQAGLSQANFTLGPVSPSHGGQYRCYSAHN.... Result: 1 (interaction). (2) The miRNA is hsa-miR-376a-5p with sequence GUAGAUUCUCCUUCUAUGAGUA. The protein sequence of the target gene is MQLTHQLDLFPECRVTLLLFKDVKNAGDLRRKAMEGTIDGSLINPTVIVDPFQILVAANKAVHLYKLGKMKTRTLSTEIIFNLSPNNNISEALKKFGISANDTSILIVYIEEGEKQINQEYLISQVEGHQVSLKNLPEIMNITEVKKIYKLSSQEESIGTLLDAIICRMSTKDVL. Result: 0 (no interaction). (3) The miRNA is mmu-miR-1941-5p with sequence AGGGAGAUGCUGGUACAGAGGCUU. The protein sequence of the target gene is MGKKTKRTADSSSSEDEEEYVVEKVLDRRMVKGQVEYLLKWKGFSEEHNTWEPEKNLDCPELISEFMKKYKKMKEGENNKPREKSEGNKRKSSFSNSADDIKSKKKREQSNDIARGFERGLEPEKIIGATDSCGDLMFLMKWKDTDEADLVLAKEANVKCPQIVIAFYEERLTWHAYPEDAENKEKESAKS. Result: 0 (no interaction). (4) The miRNA is hsa-miR-6078 with sequence CCGCCUGAGCUAGCUGUGG. The protein sequence of the target gene is MAQEKMDLDFEADTSEGATLRRSNSAPLIHVLSDLSQVFEPYPLRTGRTSTAIMSHHSLEEGLDMMNRETTNEREAQAGMQISQSWDESLSLSDSDFDKPEKLYSPKRIDFTPVSPAPSPTRGFGKQCLSPSLQMFVSSSGMPPSPVLNPRHFSRRSQSPVKCIRPSVLGPLKRKGEMEMESQPKRPFQGTTSMLSTNPAQLSDFSSCSDILDGSSISSGLSSDSLATGSAPAESPVACSNSCSPFILMDDLSPK. Result: 0 (no interaction). (5) The protein sequence of the target gene is MSTIGSFEGFQAVSLKQEGDDQPSETDHLSMEEEDPMPRQISRQSSVTESTLYPNPYHQPYISRKYFATRPGAIETAMEDLKGHVAETSGETIQGFWLLTKIDHWNNEKERILLVTDKTLLICKYDFIMLSCVQLQRIPLSAVYRICLGKFTFPGMSLDKRQGEGLRIYWGSPEEQSLLSRWNPWSTEVPYATFTEHPMKYTSEKFLEICKLSGFMSKLVPAIQNAHKNSTGSGRGKKLMVLTEPILIETYTGLMSFIGNRNKLGYSLARGSIGF. The miRNA is hsa-miR-409-3p with sequence GAAUGUUGCUCGGUGAACCCCU. Result: 0 (no interaction).